Task: Predict which catalyst facilitates the given reaction.. Dataset: Catalyst prediction with 721,799 reactions and 888 catalyst types from USPTO (1) Reactant: [Br:1][C:2]1[CH:3]=[C:4]2[C:9](=[CH:10][CH:11]=1)[CH2:8][C@@H:7]([NH2:12])[CH2:6][CH2:5]2.C(N(CC)CC)C.[O:20]1[C:29]2[CH:28]=[C:27]([CH:30]=O)[N:26]=[CH:25][C:24]=2[O:23][CH2:22][CH2:21]1.C(O[BH-](OC(=O)C)OC(=O)C)(=O)C.[Na+]. Product: [Br:1][C:2]1[CH:3]=[C:4]2[C:9](=[CH:10][CH:11]=1)[CH2:8][C@@H:7]([NH:12][CH2:30][C:27]1[N:26]=[CH:25][C:24]3[O:23][CH2:22][CH2:21][O:20][C:29]=3[CH:28]=1)[CH2:6][CH2:5]2. The catalyst class is: 254. (2) Product: [NH:30]1[C:3]2[CH:4]=[CH:5][C:6]([C:8]3[C:16]4[O:15][C:14]([NH:17][C:18]5[CH:23]=[C:22]([O:24][CH3:25])[C:21]([O:26][CH3:27])=[C:20]([O:28][CH3:29])[CH:19]=5)=[N:13][C:12]=4[CH:11]=[CH:10][CH:9]=3)=[CH:7][C:2]=2[N:1]=[CH:31]1. The catalyst class is: 15. Reactant: [NH2:1][C:2]1[CH:7]=[C:6]([C:8]2[C:16]3[O:15][C:14]([NH:17][C:18]4[CH:23]=[C:22]([O:24][CH3:25])[C:21]([O:26][CH3:27])=[C:20]([O:28][CH3:29])[CH:19]=4)=[N:13][C:12]=3[CH:11]=[CH:10][CH:9]=2)[CH:5]=[CH:4][C:3]=1[NH:30][CH:31]=O.CCOC(C)=O. (3) Reactant: [NH2:1][C:2]1[N:7]=[C:6]([C:8]2[O:9][CH:10]=[CH:11][CH:12]=2)[C:5]([C:13]#[N:14])=[C:4](S(C)(=O)=O)[N:3]=1.[C:19]1([N:25]2[CH2:30][CH2:29][NH:28][CH2:27][CH2:26]2)[CH:24]=[CH:23][CH:22]=[CH:21][CH:20]=1. Product: [NH2:1][C:2]1[N:7]=[C:6]([C:8]2[O:9][CH:10]=[CH:11][CH:12]=2)[C:5]([C:13]#[N:14])=[C:4]([N:28]2[CH2:29][CH2:30][N:25]([C:19]3[CH:24]=[CH:23][CH:22]=[CH:21][CH:20]=3)[CH2:26][CH2:27]2)[N:3]=1. The catalyst class is: 57.